Task: Regression. Given a peptide amino acid sequence and an MHC pseudo amino acid sequence, predict their binding affinity value. This is MHC class I binding data.. Dataset: Peptide-MHC class I binding affinity with 185,985 pairs from IEDB/IMGT (1) The peptide sequence is MYFHRRDLR. The MHC is HLA-A68:01 with pseudo-sequence HLA-A68:01. The binding affinity (normalized) is 0.460. (2) The peptide sequence is RTFGKLPYR. The MHC is HLA-A68:02 with pseudo-sequence HLA-A68:02. The binding affinity (normalized) is 0.0847. (3) The peptide sequence is IRQAGVQYSRADEEQ. The MHC is HLA-A02:06 with pseudo-sequence HLA-A02:06. The binding affinity (normalized) is 0. (4) The peptide sequence is AVAVARVAA. The MHC is HLA-B15:09 with pseudo-sequence HLA-B15:09. The binding affinity (normalized) is 0.0847.